From a dataset of Forward reaction prediction with 1.9M reactions from USPTO patents (1976-2016). Predict the product of the given reaction. (1) The product is: [CH2:1]([CH:3]1[CH2:7][CH:6]([O:8][CH2:18][C:19]2[CH:24]=[CH:23][C:22]([O:25][CH3:26])=[CH:21][CH:20]=2)[CH2:5][CH:4]1[C:9]([O:11][CH2:12][CH3:13])=[O:10])[CH3:2]. Given the reactants [CH2:1]([CH:3]1[CH2:7][CH:6]([OH:8])[CH2:5][CH:4]1[C:9]([O:11][CH2:12][CH3:13])=[O:10])[CH3:2].ClC(Cl)(Cl)C(=N)O[CH2:18][C:19]1[CH:24]=[CH:23][C:22]([O:25][CH3:26])=[CH:21][CH:20]=1.FC(F)(F)S(O)(=O)=O, predict the reaction product. (2) Given the reactants [CH2:1]([C:15]1[CH:24]=[CH:23][C:22]2[C:17](=[C:18]([O:25]C)[CH:19]=[CH:20][CH:21]=2)[N:16]=1)[CH2:2][C:3]1[CH:12]=[CH:11][C:10]2[C:5](=[C:6]([O:13]C)[CH:7]=[CH:8][CH:9]=2)[N:4]=1.[OH-].[Na+].N.[Na+].[Cl-], predict the reaction product. The product is: [CH2:2]([C:3]1[CH:12]=[CH:11][C:10]2[C:5](=[C:6]([OH:13])[CH:7]=[CH:8][CH:9]=2)[N:4]=1)[CH2:1][C:15]1[CH:24]=[CH:23][C:22]2[C:17](=[C:18]([OH:25])[CH:19]=[CH:20][CH:21]=2)[N:16]=1.